Dataset: Full USPTO retrosynthesis dataset with 1.9M reactions from patents (1976-2016). Task: Predict the reactants needed to synthesize the given product. (1) Given the product [F:1][C:2]1[CH:9]=[CH:8][C:5]([CH2:6][NH2:7])=[CH:4][C:3]=1[O:10][CH3:11], predict the reactants needed to synthesize it. The reactants are: [F:1][C:2]1[CH:9]=[CH:8][C:5]([C:6]#[N:7])=[CH:4][C:3]=1[O:10][CH3:11].[H][H]. (2) Given the product [Br:22][C:4]1[CH:3]=[C:2]([F:1])[C:11]([OH:12])=[C:10]2[C:5]=1[CH:6]=[CH:7][C:8]([O:13][CH3:14])=[N:9]2, predict the reactants needed to synthesize it. The reactants are: [F:1][C:2]1[C:11]([OH:12])=[C:10]2[C:5]([CH:6]=[CH:7][C:8]([O:13][CH3:14])=[N:9]2)=[CH:4][CH:3]=1.C1C(=O)N([Br:22])C(=O)C1. (3) The reactants are: [CH3:1][C:2]1[N:7]=[C:6]([S:8][CH2:9][C:10]2[N:11]=[C:12]([CH3:15])[S:13][CH:14]=2)[N:5]=[C:4]([OH:16])[CH:3]=1.[ClH:17].O1CCOCC1. Given the product [ClH:17].[CH3:1][C:2]1[N:7]=[C:6]([S:8][CH2:9][C:10]2[N:11]=[C:12]([CH3:15])[S:13][CH:14]=2)[N:5]=[C:4]([OH:16])[CH:3]=1, predict the reactants needed to synthesize it. (4) Given the product [CH3:18][O:19][C:20](=[O:25])[C:21]([O:5][C:6]1[CH:11]=[C:10]([CH3:26])[C:9]([S:12]([Cl:15])(=[O:13])=[O:14])=[CH:8][C:7]=1[CH3:16])([CH3:23])[CH3:22], predict the reactants needed to synthesize it. The reactants are: COC(=O)C[O:5][C:6]1[CH:11]=[CH:10][C:9]([S:12]([Cl:15])(=[O:14])=[O:13])=[CH:8][C:7]=1[CH3:16].[CH3:18][O:19][C:20](=[O:25])[C:21](Br)([CH3:23])[CH3:22].[CH3:26]C1C=CC(C)=CC=1O. (5) Given the product [CH3:1][N:2]([CH3:33])[CH2:3][CH2:4][NH:5][C:6]([C:8]1[CH:32]=[CH:31][C:11]2[C:12](=[O:30])[NH:13][C:14]3[C:19]([C:10]=2[CH:9]=1)=[C:18]([NH:20][C:21]1[CH:25]=[CH:24][N:23]([CH2:26][C:27]([NH:62][C:61]2[CH:63]=[CH:64][CH:65]=[C:59]([F:58])[CH:60]=2)=[O:28])[N:22]=1)[CH:17]=[CH:16][N:15]=3)=[O:7], predict the reactants needed to synthesize it. The reactants are: [CH3:1][N:2]([CH3:33])[CH2:3][CH2:4][NH:5][C:6]([C:8]1[CH:32]=[CH:31][C:11]2[C:12](=[O:30])[NH:13][C:14]3[C:19]([C:10]=2[CH:9]=1)=[C:18]([NH:20][C:21]1[CH:25]=[CH:24][N:23]([CH2:26][C:27](O)=[O:28])[N:22]=1)[CH:17]=[CH:16][N:15]=3)=[O:7].CCN(C(C)C)C(C)C.C1N(P(Cl)(N2C(=O)OCC2)=O)C(=O)OC1.[F:58][C:59]1[CH:60]=[C:61]([CH:63]=[CH:64][CH:65]=1)[NH2:62].